This data is from Reaction yield outcomes from USPTO patents with 853,638 reactions. The task is: Predict the reaction yield, written as a fraction of the theoretical maximum amount of product (1.0 means a 100% yield; for example, 0.34 means a 34% yield). The reactants are [CH3:1][CH:2]([C@H:4]1[CH2:9][N:8]([C:10]2[CH:15]=[CH:14][C:13]([N+:16]([O-])=O)=[C:12]([O:19][CH3:20])[CH:11]=2)[CH2:7][CH2:6][N:5]1[CH2:21][CH2:22][S:23]([CH3:26])(=[O:25])=[O:24])[CH3:3]. The catalyst is CCO.[Pd]. The product is [CH3:3][CH:2]([C@@H:4]1[N:5]([CH2:21][CH2:22][S:23]([CH3:26])(=[O:24])=[O:25])[CH2:6][CH2:7][N:8]([C:10]2[CH:15]=[CH:14][C:13]([NH2:16])=[C:12]([O:19][CH3:20])[CH:11]=2)[CH2:9]1)[CH3:1]. The yield is 0.990.